From a dataset of Reaction yield outcomes from USPTO patents with 853,638 reactions. Predict the reaction yield, written as a fraction of the theoretical maximum amount of product (1.0 means a 100% yield; for example, 0.34 means a 34% yield). (1) The reactants are Cl[C:2]1[CH:7]=[CH:6][C:5]([C:8]([F:11])([F:10])[F:9])=[CH:4][N:3]=1.[CH3:12][CH:13]1[CH2:18][NH:17][CH2:16][CH2:15][NH:14]1.C(N(CC)CC)C. The catalyst is C1(C)C=CC=CC=1.C(Cl)Cl. The product is [CH3:12][CH:13]1[NH:14][CH2:15][CH2:16][N:17]([C:2]2[CH:7]=[CH:6][C:5]([C:8]([F:11])([F:10])[F:9])=[CH:4][N:3]=2)[CH2:18]1. The yield is 0.960. (2) The reactants are [CH2:1]([Li])CCC.[Cl:6][C:7]1[N:8]=[C:9]([C:14]([NH:16][C@H:17]2[CH2:22][CH2:21][N:20]([C:23]3[S:24][C:25]([C:30]([O:32][CH2:33][CH3:34])=[O:31])=[C:26]([CH:28]=O)[N:27]=3)[CH2:19][C@H:18]2[O:35][CH3:36])=[O:15])[NH:10][C:11]=1[CH2:12][CH3:13]. The catalyst is [Br-].C[P+](C1C=CC=CC=1)(C1C=CC=CC=1)C1C=CC=CC=1.C1COCC1.[Cl-].[Na+].O. The product is [Cl:6][C:7]1[N:8]=[C:9]([C:14]([NH:16][C@H:17]2[CH2:22][CH2:21][N:20]([C:23]3[S:24][C:25]([C:30]([O:32][CH2:33][CH3:34])=[O:31])=[C:26]([CH:28]=[CH2:1])[N:27]=3)[CH2:19][C@H:18]2[O:35][CH3:36])=[O:15])[NH:10][C:11]=1[CH2:12][CH3:13]. The yield is 0.210. (3) The reactants are C(O[C:6]([N:8](C)[CH2:9][C:10]([N:12]([CH3:35])[CH2:13][CH2:14][CH2:15][P+:16]([C:29]1[CH:34]=[CH:33][CH:32]=[CH:31][CH:30]=1)([C:23]1[CH:28]=[CH:27][CH:26]=[CH:25][CH:24]=1)[C:17]1[CH:22]=[CH:21][CH:20]=[CH:19][CH:18]=1)=[O:11])=O)(C)(C)C.[Br-].[F:38][C:39]([F:44])([F:43])[C:40]([OH:42])=[O:41]. No catalyst specified. The product is [F:38][C:39]([F:44])([F:43])[C:40]([O-:42])=[O:41].[CH3:35][N:12]([CH2:13][CH2:14][CH2:15][P+:16]([C:29]1[CH:34]=[CH:33][CH:32]=[CH:31][CH:30]=1)([C:23]1[CH:24]=[CH:25][CH:26]=[CH:27][CH:28]=1)[C:17]1[CH:18]=[CH:19][CH:20]=[CH:21][CH:22]=1)[C:10](=[O:11])[CH2:9][NH:8][CH3:6]. The yield is 1.00. (4) The yield is 0.680. The product is [CH2:20]([N:22]([CH2:23][CH3:24])[C:5](=[O:7])[C:4]1[CH:8]=[CH:9][N:10]=[C:2]([F:1])[CH:3]=1)[CH3:21]. The catalyst is ClCCl.O1CCCC1. The reactants are [F:1][C:2]1[CH:3]=[C:4]([CH:8]=[CH:9][N:10]=1)[C:5]([OH:7])=O.CN(C)C=O.S(Cl)(Cl)=O.[CH2:20]([NH:22][CH2:23][CH3:24])[CH3:21]. (5) The reactants are [C:1](Cl)(=[O:8])[C:2]1[CH:7]=[CH:6][CH:5]=[CH:4][CH:3]=1.[C:10]([O:14][C:15]([N:17]1[C:25]2[C:20](=[CH:21][C:22]([NH2:26])=[CH:23][CH:24]=2)[CH2:19][CH2:18]1)=[O:16])([CH3:13])([CH3:12])[CH3:11].C(N(CC)CC)C. The catalyst is ClCCl. The product is [C:10]([O:14][C:15]([N:17]1[C:25]2[C:20](=[CH:21][C:22]([NH:26][C:1](=[O:8])[C:2]3[CH:7]=[CH:6][CH:5]=[CH:4][CH:3]=3)=[CH:23][CH:24]=2)[CH2:19][CH2:18]1)=[O:16])([CH3:13])([CH3:11])[CH3:12]. The yield is 1.00.